Dataset: Catalyst prediction with 721,799 reactions and 888 catalyst types from USPTO. Task: Predict which catalyst facilitates the given reaction. (1) Reactant: [CH:1]1([CH2:4][CH2:5][C:6]([OH:8])=[O:7])[CH2:3][CH2:2]1.ClC(Cl)(Cl)C(=N)O[C:13]([CH3:16])([CH3:15])[CH3:14].C([O-])(O)=O.[Na+]. Product: [CH:1]1([CH2:4][CH2:5][C:6]([O:8][C:13]([CH3:16])([CH3:15])[CH3:14])=[O:7])[CH2:3][CH2:2]1. The catalyst class is: 323. (2) Reactant: [C:1]([NH:4][CH2:5][CH:6]([C:10]1[CH:15]=[CH:14][C:13]([C:16]([O:18][C:19]([CH3:22])([CH3:21])[CH3:20])=[O:17])=[CH:12][CH:11]=1)[C:7]([OH:9])=O)(=[O:3])[CH3:2].CCN=C=NCCCN(C)C.[CH:34]1[CH:35]=[CH:36][C:37]2N(O)N=[N:40][C:38]=2[CH:39]=1.NC1C=CC=CC=1. Product: [C:1]([NH:4][CH2:5][CH:6]([C:10]1[CH:15]=[CH:14][C:13]([C:16]([O:18][C:19]([CH3:22])([CH3:21])[CH3:20])=[O:17])=[CH:12][CH:11]=1)[C:7]([NH:40][C:38]1[CH:39]=[CH:34][CH:35]=[CH:36][CH:37]=1)=[O:9])(=[O:3])[CH3:2]. The catalyst class is: 3. (3) Reactant: [O:1]1[C:5]2([CH2:10][CH2:9][CH:8]([CH2:11][CH2:12][N:13]3[CH2:18][CH2:17][N:16]([C:19]4[CH:20]=[C:21]([CH:28]=[CH:29][CH:30]=4)[C:22](N(OC)C)=[O:23])[CH2:15][CH2:14]3)[CH2:7][CH2:6]2)[O:4][CH2:3][CH2:2]1.[CH2:31]([Mg]Br)[CH3:32]. Product: [O:4]1[C:5]2([CH2:10][CH2:9][CH:8]([CH2:11][CH2:12][N:13]3[CH2:14][CH2:15][N:16]([C:19]4[CH:20]=[C:21]([C:22](=[O:23])[CH2:31][CH3:32])[CH:28]=[CH:29][CH:30]=4)[CH2:17][CH2:18]3)[CH2:7][CH2:6]2)[O:1][CH2:2][CH2:3]1. The catalyst class is: 685. (4) The catalyst class is: 10. Reactant: [Cl:1][C:2]1[N:3]([CH2:10][C@@H:11]([OH:24])[CH2:12]OS(C2C=CC(C)=CC=2)(=O)=O)[CH:4]=[C:5]([N+:7]([O-:9])=[O:8])[N:6]=1.[N:25]1([C:31]([O:33][C:34]([CH3:37])([CH3:36])[CH3:35])=[O:32])[CH2:30][CH2:29][NH:28][CH2:27][CH2:26]1.C(N(CC)CC)C. Product: [Cl:1][C:2]1[N:3]([CH2:10][C@@H:11]([OH:24])[CH2:12][N:28]2[CH2:27][CH2:26][N:25]([C:31]([O:33][C:34]([CH3:37])([CH3:36])[CH3:35])=[O:32])[CH2:30][CH2:29]2)[CH:4]=[C:5]([N+:7]([O-:9])=[O:8])[N:6]=1. (5) Reactant: CC1(C)CCCC(C)(C)N1.C([Li])CCC.[F:16][C:17]1[CH:22]=[CH:21][CH:20]=[C:19]([F:23])[C:18]=1[CH2:24][CH2:25][OH:26].CN([CH:30]=[O:31])C. Product: [F:16][C:17]1[C:18]([CH2:24][CH2:25][OH:26])=[C:19]([F:23])[CH:20]=[CH:21][C:22]=1[CH:30]=[O:31]. The catalyst class is: 1. (6) The catalyst class is: 1. Product: [CH3:12][O:11][C:8]1[CH:7]=[CH:6][C:3]([CH:4]([OH:5])[CH2:15][CH:14]=[CH2:13])=[C:2]([CH3:1])[C:9]=1[CH3:10]. Reactant: [CH3:1][C:2]1[C:9]([CH3:10])=[C:8]([O:11][CH3:12])[CH:7]=[CH:6][C:3]=1[CH:4]=[O:5].[CH2:13]([Mg]Cl)[CH:14]=[CH2:15]. (7) Reactant: [Cl:1][C:2]1[CH:7]=[C:6]2[NH:8][C:9](=[O:41])[C@@:10]3([C@H:14]([CH2:15][C:16]([C:19]#[N:20])([CH3:18])[CH3:17])[NH:13][C@@H:12]([C:21]([NH:23][C:24]4[S:28][C:27]([C:29]([O:31]C)=[O:30])=[CH:26][CH:25]=4)=[O:22])[C@@H:11]3[C:33]3[CH:38]=[CH:37][CH:36]=[C:35]([Cl:39])[C:34]=3[F:40])[C:5]2=[CH:4][CH:3]=1.[OH-].[Na+]. Product: [Cl:1][C:2]1[CH:7]=[C:6]2[NH:8][C:9](=[O:41])[C@@:10]3([C@H:14]([CH2:15][C:16]([C:19]#[N:20])([CH3:18])[CH3:17])[NH:13][C@@H:12]([C:21]([NH:23][C:24]4[S:28][C:27]([C:29]([OH:31])=[O:30])=[CH:26][CH:25]=4)=[O:22])[C@@H:11]3[C:33]3[CH:38]=[CH:37][CH:36]=[C:35]([Cl:39])[C:34]=3[F:40])[C:5]2=[CH:4][CH:3]=1. The catalyst class is: 36. (8) Reactant: [C:1]1([C:7]2[N:8]=[C:9]([C:12]3[C:13]([NH2:17])=[N:14][O:15][N:16]=3)[NH:10][CH:11]=2)[CH:6]=[CH:5][CH:4]=[CH:3][CH:2]=1.[H-].[Na+].[CH2:20](I)[CH:21]([CH3:23])[CH3:22]. Product: [CH2:20]([N:10]1[CH:11]=[C:7]([C:1]2[CH:2]=[CH:3][CH:4]=[CH:5][CH:6]=2)[N:8]=[C:9]1[C:12]1[C:13]([NH2:17])=[N:14][O:15][N:16]=1)[CH:21]([CH3:23])[CH3:22]. The catalyst class is: 3. (9) Reactant: [Cl:1][C:2]1[N:7]=[CH:6][C:5]([S:8]([C:11]2[S:15][C:14]([CH2:16][N:17](C)[C:18](=O)OC(C)(C)C)=[N:13][C:12]=2[C:26]2[C:27]([F:32])=[N:28][CH:29]=[CH:30][CH:31]=2)(=[O:10])=[O:9])=[CH:4][CH:3]=1.C(OCC)(=O)C.C(OCC)(=O)C.Cl. Product: [ClH:1].[Cl:1][C:2]1[N:7]=[CH:6][C:5]([S:8]([C:11]2[S:15][C:14]([CH2:16][NH:17][CH3:18])=[N:13][C:12]=2[C:26]2[C:27]([F:32])=[N:28][CH:29]=[CH:30][CH:31]=2)(=[O:9])=[O:10])=[CH:4][CH:3]=1. The catalyst class is: 41.